The task is: Predict which catalyst facilitates the given reaction.. This data is from Catalyst prediction with 721,799 reactions and 888 catalyst types from USPTO. (1) Reactant: [N+:1]([C:4]1[CH:5]=[C:6]([CH:9]=[CH:10][C:11]=1[NH:12][CH2:13][CH2:14][CH2:15][C:16]([F:19])([F:18])[F:17])[C:7]#[N:8])([O-])=O. Product: [NH2:1][C:4]1[CH:5]=[C:6]([CH:9]=[CH:10][C:11]=1[NH:12][CH2:13][CH2:14][CH2:15][C:16]([F:17])([F:18])[F:19])[C:7]#[N:8]. The catalyst class is: 19. (2) Reactant: [Cl:1][C:2]1[C:10]2[N:9]=[C:8]3[N:11]([C:16]4[CH:21]=[CH:20][C:19]([Cl:22])=[CH:18][C:17]=4[Cl:23])[CH2:12][CH2:13][CH2:14][CH2:15][N:7]3[C:6]=2[C:5]([N+:24]([O-])=O)=[CH:4][CH:3]=1. The catalyst class is: 331. Product: [Cl:1][C:2]1[CH:3]=[CH:4][C:5]([NH2:24])=[C:6]2[C:10]=1[N:9]=[C:8]1[N:11]([C:16]3[CH:21]=[CH:20][C:19]([Cl:22])=[CH:18][C:17]=3[Cl:23])[CH2:12][CH2:13][CH2:14][CH2:15][N:7]21. (3) Reactant: [NH2:1][C:2]1[CH:11]=[CH:10][C:9](/[CH:12]=[CH:13]/[CH2:14][O:15][CH3:16])=[CH:8][C:3]=1[C:4]([O:6][CH3:7])=[O:5]. Product: [NH2:1][C:2]1[CH:11]=[CH:10][C:9]([CH2:12][CH2:13][CH2:14][O:15][CH3:16])=[CH:8][C:3]=1[C:4]([O:6][CH3:7])=[O:5]. The catalyst class is: 43. (4) Reactant: C(OC(=O)[NH:7][C@H:8]1[CH2:13][C@@H:12]([N:14]2[CH2:18][CH2:17][C:16]3([CH2:22][CH2:21][N:20]([S:23]([CH3:26])(=[O:25])=[O:24])[CH2:19]3)[CH2:15]2)[CH2:11][O:10][C@@H:9]1[C:27]1[CH:32]=[C:31]([F:33])[CH:30]=[CH:29][C:28]=1[F:34])(C)(C)C.[OH-].[NH4+]. Product: [F:34][C:28]1[CH:29]=[CH:30][C:31]([F:33])=[CH:32][C:27]=1[C@@H:9]1[C@@H:8]([NH2:7])[CH2:13][C@@H:12]([N:14]2[CH2:18][CH2:17][C:16]3([CH2:22][CH2:21][N:20]([S:23]([CH3:26])(=[O:25])=[O:24])[CH2:19]3)[CH2:15]2)[CH2:11][O:10]1. The catalyst class is: 157.